This data is from Reaction yield outcomes from USPTO patents with 853,638 reactions. The task is: Predict the reaction yield, written as a fraction of the theoretical maximum amount of product (1.0 means a 100% yield; for example, 0.34 means a 34% yield). (1) The reactants are Cl.[C:2]([O:6][C:7](=[O:11])[CH2:8][CH2:9][NH2:10])([CH3:5])([CH3:4])[CH3:3].C(N(CC)CC)C.[C:19]([O:23][C:24]([CH3:27])([CH3:26])[CH3:25])(=[O:22])[CH:20]=[CH2:21]. The catalyst is CN(C=O)C. The product is [C:2]([O:6][C:7](=[O:11])[CH2:8][CH2:9][NH:10][CH2:21][CH2:20][C:19]([O:23][C:24]([CH3:27])([CH3:26])[CH3:25])=[O:22])([CH3:5])([CH3:4])[CH3:3]. The yield is 0.430. (2) The product is [Br:13][C:14]1[CH:20]=[CH:19][C:17]([NH:18][C:2]2[C:10]([F:11])=[C:9]([F:12])[CH:8]=[CH:7][C:3]=2[C:4]([OH:6])=[O:5])=[C:16]([Cl:21])[CH:15]=1. The reactants are F[C:2]1[C:10]([F:11])=[C:9]([F:12])[CH:8]=[CH:7][C:3]=1[C:4]([OH:6])=[O:5].[Br:13][C:14]1[CH:20]=[CH:19][C:17]([NH2:18])=[C:16]([Cl:21])[CH:15]=1.[NH2-].[Li+].Cl. The catalyst is C(#N)C. The yield is 0.940. (3) The reactants are Br[C:2]1[CH:3]=[C:4]2[C:9](=[CH:10][CH:11]=1)[N:8]=[CH:7][C:6]([C:12]([CH:14]1[CH2:16][CH2:15]1)=[O:13])=[C:5]2[NH:17][C:18]1[CH:19]=[N:20][N:21]([CH:23]2[CH2:28][CH2:27][N:26]([C:29]([O:31][C:32]([CH3:35])([CH3:34])[CH3:33])=[O:30])[CH2:25][CH2:24]2)[CH:22]=1.[Cl:36][C:37]1[CH:42]=[C:41](B2OC(C)(C)C(C)(C)O2)[CH:40]=[C:39]([Cl:52])[C:38]=1[OH:53]. No catalyst specified. The product is [CH:14]1([C:12]([C:6]2[CH:7]=[N:8][C:9]3[C:4]([C:5]=2[NH:17][C:18]2[CH:19]=[N:20][N:21]([CH:23]4[CH2:24][CH2:25][N:26]([C:29]([O:31][C:32]([CH3:35])([CH3:33])[CH3:34])=[O:30])[CH2:27][CH2:28]4)[CH:22]=2)=[CH:3][C:2]([C:41]2[CH:42]=[C:37]([Cl:36])[C:38]([OH:53])=[C:39]([Cl:52])[CH:40]=2)=[CH:11][CH:10]=3)=[O:13])[CH2:15][CH2:16]1. The yield is 0.580. (4) The reactants are [N:1]12[CH2:8][CH2:7][C:4]([C:9]([C:17]3[CH:22]=[CH:21][CH:20]=[CH:19][CH:18]=3)([C:11]3[CH:16]=[CH:15][CH:14]=[CH:13][CH:12]=3)[OH:10])([CH2:5][CH2:6]1)[CH2:3][CH2:2]2.[Cl:23][C:24]1[CH:25]=[C:26]([O:30][CH2:31][CH2:32][CH2:33][Br:34])[CH:27]=[CH:28][CH:29]=1. The catalyst is CC#N. The product is [Br-:34].[Cl:23][C:24]1[CH:25]=[C:26]([O:30][CH2:31][CH2:32][CH2:33][N+:1]23[CH2:6][CH2:5][C:4]([C:9]([OH:10])([C:17]4[CH:22]=[CH:21][CH:20]=[CH:19][CH:18]=4)[C:11]4[CH:12]=[CH:13][CH:14]=[CH:15][CH:16]=4)([CH2:3][CH2:2]2)[CH2:7][CH2:8]3)[CH:27]=[CH:28][CH:29]=1. The yield is 0.744. (5) The reactants are [CH:1]([N:4]1[C:8]([C:9]2[N:18]=[C:17]3[N:11]([CH2:12][CH2:13][O:14][C:15]4[CH:22]=[C:21](B5OC(C)(C)C(C)(C)O5)[CH:20]=[CH:19][C:16]=43)[CH:10]=2)=[N:7][CH:6]=[N:5]1)([CH3:3])[CH3:2].[CH3:32][O:33][C:34]([CH:36]1[CH:41](OS(C(F)(F)F)(=O)=O)[CH2:40][CH2:39][N:38]([C:50]([O:52][C:53]([CH3:56])([CH3:55])[CH3:54])=[O:51])[CH2:37]1)=[O:35].C([O-])(=O)C.[K+]. The catalyst is C1C=CC(P(C2C=CC=CC=2)[C-]2C=CC=C2)=CC=1.C1C=CC(P(C2C=CC=CC=2)[C-]2C=CC=C2)=CC=1.Cl[Pd]Cl.[Fe+2].C(Cl)Cl.O. The product is [CH3:32][O:33][C:34]([C:36]1[CH2:37][N:38]([C:50]([O:52][C:53]([CH3:56])([CH3:55])[CH3:54])=[O:51])[CH2:39][CH2:40][C:41]=1[C:21]1[CH:20]=[CH:19][C:16]2[C:17]3[N:11]([CH2:12][CH2:13][O:14][C:15]=2[CH:22]=1)[CH:10]=[C:9]([C:8]1[N:4]([CH:1]([CH3:3])[CH3:2])[N:5]=[CH:6][N:7]=1)[N:18]=3)=[O:35]. The yield is 0.910.